From a dataset of Forward reaction prediction with 1.9M reactions from USPTO patents (1976-2016). Predict the product of the given reaction. (1) Given the reactants [C:1]([O:5][C:6](=[O:14])[NH:7][C:8]1[S:9][C:10](Br)=[CH:11][N:12]=1)([CH3:4])([CH3:3])[CH3:2].[C:15]([Si:17]([CH3:20])([CH3:19])[CH3:18])#[CH:16].C(N(C(C)C)CC)(C)C, predict the reaction product. The product is: [C:1]([O:5][C:6](=[O:14])[NH:7][C:8]1[S:9][C:10]([C:16]#[C:15][Si:17]([CH3:20])([CH3:19])[CH3:18])=[CH:11][N:12]=1)([CH3:4])([CH3:3])[CH3:2]. (2) Given the reactants [CH3:1][C:2]([C:5]1[C:10]([O:11][CH2:12][C:13]2[N:14]([CH2:18]C)[N:15]=[CH:16][N:17]=2)=[N:9][N:8]2[C:20]([C:23]3[C:28]([F:29])=[CH:27][CH:26]=[C:25]([F:30])[C:24]=3[F:31])=[N:21][N:22]=[C:7]2[CH:6]=1)([CH3:4])[CH3:3].CN1C(CO)=NC=N1.C(=O)([O-])[O-].[Cs+].[Cs+], predict the reaction product. The product is: [CH3:4][C:2]([C:5]1[C:10]([O:11][CH2:12][C:13]2[N:14]([CH3:18])[N:15]=[CH:16][N:17]=2)=[N:9][N:8]2[C:20]([C:23]3[C:28]([F:29])=[CH:27][CH:26]=[C:25]([F:30])[C:24]=3[F:31])=[N:21][N:22]=[C:7]2[CH:6]=1)([CH3:1])[CH3:3]. (3) Given the reactants [OH:1][C:2]1[C:3]([CH3:8])=[N:4][CH:5]=[CH:6][CH:7]=1.C(=O)([O-])[O-].[Cs+].[Cs+].[CH2:15](I)[CH2:16][CH3:17], predict the reaction product. The product is: [CH2:15]([O:1][C:2]1[C:3]([CH3:8])=[N:4][CH:5]=[CH:6][CH:7]=1)[CH2:16][CH3:17]. (4) Given the reactants [CH2:1](C([Sn])=C(CCCC)CCCC)[CH2:2]CC.Br[C:17]1[CH:22]=[C:21]([O:23][CH:24]([F:26])[F:25])[CH:20]=[C:19]([Br:27])[CH:18]=1.C(C1C=C(C)C=C(C(C)(C)C)C=1O)(C)(C)C.[OH-].[Na+], predict the reaction product. The product is: [Br:27][C:19]1[CH:18]=[C:17]([CH:1]=[CH2:2])[CH:22]=[C:21]([O:23][CH:24]([F:26])[F:25])[CH:20]=1. (5) Given the reactants [CH3:1][N:2]1[C:6]([Si](CC)(CC)CC)=[CH:5][N:4]=[CH:3]1.C([Li])(C)(C)C.CCCCC.[C:24]([C:26]1[CH:33]=[CH:32][C:29]([CH:30]=[O:31])=[CH:28][CH:27]=1)#[N:25], predict the reaction product. The product is: [OH:31][CH:30]([C:6]1[N:2]([CH3:1])[CH:3]=[N:4][CH:5]=1)[C:29]1[CH:32]=[CH:33][C:26]([C:24]#[N:25])=[CH:27][CH:28]=1. (6) Given the reactants [NH:1]1[CH:5]=[CH:4][N:3]=[CH:2]1.C([Li])CCC.[C:11]([O:15][C:16]([NH:18][C@:19]([C:28]1[O:32][C:31]([C:33]2[CH:34]=[C:35]([N:40]([CH3:45])[S:41]([CH3:44])(=[O:43])=[O:42])[CH:36]=[C:37](Br)[CH:38]=2)=[N:30][N:29]=1)([CH3:27])[CH2:20][C:21]1[CH:26]=[CH:25][CH:24]=[CH:23][CH:22]=1)=[O:17])([CH3:14])([CH3:13])[CH3:12], predict the reaction product. The product is: [CH3:35][N:40]([CH3:45])[S:41]([N:1]1[CH:5]=[CH:4][N:3]=[C:2]1[C:37]1[CH:36]=[C:35]([N:40]([CH3:45])[S:41]([CH3:44])(=[O:43])=[O:42])[CH:34]=[C:33]([C:31]2[O:32][C:28]([C@@:19]([NH:18][C:16]([O:15][C:11]([CH3:14])([CH3:13])[CH3:12])=[O:17])([CH3:27])[CH2:20][C:21]3[CH:26]=[CH:25][CH:24]=[CH:23][CH:22]=3)=[N:29][N:30]=2)[CH:38]=1)(=[O:43])=[O:42]. (7) Given the reactants [CH3:1][S:2]([C:5]1[CH:10]=[CH:9][C:8]([C:11]2[CH:16]=[CH:15][C:14]([OH:17])=[CH:13][CH:12]=2)=[CH:7][CH:6]=1)(=[O:4])=[O:3].[C:18]([N:25]1[CH2:30][CH2:29][CH:28]([CH2:31]O)[CH2:27][CH2:26]1)([O:20][C:21]([CH3:24])([CH3:23])[CH3:22])=[O:19].C1C=CC(P(C2C=CC=CC=2)C2C=CC=CC=2)=CC=1.N(C(OC(C)C)=O)=NC(OC(C)C)=O, predict the reaction product. The product is: [CH3:1][S:2]([C:5]1[CH:6]=[CH:7][C:8]([C:11]2[CH:16]=[CH:15][C:14]([O:17][CH2:31][CH:28]3[CH2:29][CH2:30][N:25]([C:18]([O:20][C:21]([CH3:22])([CH3:24])[CH3:23])=[O:19])[CH2:26][CH2:27]3)=[CH:13][CH:12]=2)=[CH:9][CH:10]=1)(=[O:3])=[O:4]. (8) Given the reactants [CH2:1]([O:3][C:4]([C:6]1([C:17]([O:19]CC)=[O:18])[CH2:9][N:8]([C:10]([O:12][C:13]([CH3:16])([CH3:15])[CH3:14])=[O:11])[CH2:7]1)=[O:5])[CH3:2].[OH-].[Na+].Cl, predict the reaction product. The product is: [CH2:1]([O:3][C:4]([C:6]1([C:17]([OH:19])=[O:18])[CH2:9][N:8]([C:10]([O:12][C:13]([CH3:14])([CH3:16])[CH3:15])=[O:11])[CH2:7]1)=[O:5])[CH3:2]. (9) Given the reactants [O:1]=[C:2]1[N:6]([C:7]2[CH:12]=[CH:11][C:10]([Sn](C)(C)C)=[CH:9][CH:8]=2)[CH2:5][C@H:4]([CH2:17][NH:18][C:19](=[O:21])[CH3:20])[O:3]1.Br[C:23]1[CH:28]=[CH:27][C:26]([C:29]2[CH2:33][C@H:32]([CH2:34][O:35][Si:36]([C:39]([CH3:42])([CH3:41])[CH3:40])([CH3:38])[CH3:37])[O:31][N:30]=2)=[CH:25][CH:24]=1, predict the reaction product. The product is: [Si:36]([O:35][CH2:34][C@@H:32]1[O:31][N:30]=[C:29]([C:26]2[CH:25]=[CH:24][C:23]([C:10]3[CH:11]=[CH:12][C:7]([N:6]4[CH2:5][C@H:4]([CH2:17][NH:18][C:19](=[O:21])[CH3:20])[O:3][C:2]4=[O:1])=[CH:8][CH:9]=3)=[CH:28][CH:27]=2)[CH2:33]1)([C:39]([CH3:42])([CH3:40])[CH3:41])([CH3:38])[CH3:37].